The task is: Predict the reactants needed to synthesize the given product.. This data is from Full USPTO retrosynthesis dataset with 1.9M reactions from patents (1976-2016). (1) Given the product [NH2:18][C:14]1[CH:15]=[C:16]2[C:11](=[CH:12][CH:13]=1)[CH2:10][CH:9]([NH:8][C:6](=[O:7])[C:5]1[CH:21]=[CH:22][C:2]([F:1])=[CH:3][CH:4]=1)[CH2:17]2, predict the reactants needed to synthesize it. The reactants are: [F:1][C:2]1[CH:22]=[CH:21][C:5]([C:6]([NH:8][CH:9]2[CH2:17][C:16]3[C:11](=[CH:12][CH:13]=[C:14]([N+:18]([O-])=O)[CH:15]=3)[CH2:10]2)=[O:7])=[CH:4][CH:3]=1. (2) The reactants are: Cl[C:2]1[C:11]2=[N:12][N:13](CC3C=CC(OC)=CC=3)[CH:14]=[C:10]2[C:9]2[CH:8]=[C:7]([O:24][CH3:25])[CH:6]=[CH:5][C:4]=2[N:3]=1.[CH2:26]([O:28][C:29]1[CH:30]=[C:31]([CH:33]=[CH:34][C:35]=1[O:36][CH2:37][CH3:38])[NH2:32])[CH3:27].Cl. Given the product [CH2:26]([O:28][C:29]1[CH:30]=[C:31]([NH:32][C:2]2[C:11]3[NH:12][N:13]=[CH:14][C:10]=3[C:9]3[CH:8]=[C:7]([O:24][CH3:25])[CH:6]=[CH:5][C:4]=3[N:3]=2)[CH:33]=[CH:34][C:35]=1[O:36][CH2:37][CH3:38])[CH3:27], predict the reactants needed to synthesize it. (3) Given the product [CH3:14][O:15][C:16]1[CH:17]=[C:18]2[C:23](=[C:24]([CH3:27])[C:25]=1[CH3:26])[NH:22][CH2:21][C:20]1([CH2:28][CH2:29][CH2:30]1)[CH2:19]2, predict the reactants needed to synthesize it. The reactants are: [BH4-].[Na+].FC(F)(F)C(O)=O.C(O)(=O)C.[CH3:14][O:15][C:16]1[CH:17]=[C:18]2[C:23](=[C:24]([CH3:27])[C:25]=1[CH3:26])[NH:22][CH2:21][C:20]1([CH2:30][CH2:29][CH2:28]1)[CH:19]2O. (4) Given the product [N:1]1[C:10]2[C:5](=[CH:6][CH:7]=[CH:8][CH:9]=2)[CH:4]=[CH:3][C:2]=1[C:11]([NH:13][C@@H:14]([CH2:30][CH2:31][CH2:32][NH:33][C:34]([O:36][CH2:37][C:38]1[CH:39]=[CH:40][CH:41]=[CH:42][CH:43]=1)=[O:35])[C:15]([NH:17][C:18]1[CH:23]=[CH:22][CH:21]=[CH:20][C:19]=1[CH2:24][CH2:25][C:26]([O-:28])=[O:27])=[O:16])=[O:12].[Na+:45], predict the reactants needed to synthesize it. The reactants are: [N:1]1[C:10]2[C:5](=[CH:6][CH:7]=[CH:8][CH:9]=2)[CH:4]=[CH:3][C:2]=1[C:11]([NH:13][C@@H:14]([CH2:30][CH2:31][CH2:32][NH:33][C:34]([O:36][CH2:37][C:38]1[CH:43]=[CH:42][CH:41]=[CH:40][CH:39]=1)=[O:35])[C:15]([NH:17][C:18]1[CH:23]=[CH:22][CH:21]=[CH:20][C:19]=1[CH2:24][CH2:25][C:26]([O:28]C)=[O:27])=[O:16])=[O:12].[OH-].[Na+:45]. (5) Given the product [NH2:27][S:24]([C:21]1[CH:22]=[CH:23][C:18]([NH:17][C:14]([C:10]2[CH:9]=[C:8]([NH:7][CH:1]3[CH2:2][CH2:3][CH2:4][CH2:5][CH2:6]3)[N:13]=[CH:12][N:11]=2)=[O:16])=[C:19]([CH3:28])[CH:20]=1)(=[O:25])=[O:26], predict the reactants needed to synthesize it. The reactants are: [CH:1]1([NH:7][C:8]2[N:13]=[CH:12][N:11]=[C:10]([C:14]([OH:16])=O)[CH:9]=2)[CH2:6][CH2:5][CH2:4][CH2:3][CH2:2]1.[NH2:17][C:18]1[CH:23]=[CH:22][C:21]([S:24]([NH2:27])(=[O:26])=[O:25])=[CH:20][C:19]=1[CH3:28]. (6) Given the product [ClH:10].[Cl-:1].[NH2:2][C:3]1[C:8]([CH2:9][N:18]2[C:17]([CH3:21])=[C:16]([CH2:15][CH2:14][F:13])[S:20][CH2:19]2)=[CH:7][N:6]=[C:5]([CH3:11])[N:4]=1, predict the reactants needed to synthesize it. The reactants are: [ClH:1].[NH2:2][C:3]1[C:8]([CH2:9][Cl:10])=[CH:7][N:6]=[C:5]([CH2:11]C)[N:4]=1.[F:13][CH2:14][CH2:15][C:16]1[S:20][CH:19]=[N:18][C:17]=1[CH3:21].CS(C)=O.